From a dataset of Full USPTO retrosynthesis dataset with 1.9M reactions from patents (1976-2016). Predict the reactants needed to synthesize the given product. (1) Given the product [ClH:21].[OH:1][CH:2]1[CH2:9][CH:8]2[CH:4]([CH2:5][CH:6]([NH:10][CH2:11][C:12]([N:14]3[CH2:18][CH2:17][CH2:16][CH:15]3[C:19]#[N:20])=[O:13])[CH2:7]2)[CH2:3]1, predict the reactants needed to synthesize it. The reactants are: [OH:1][CH:2]1[CH2:9][CH:8]2[CH:4]([CH2:5][CH:6]([NH:10][CH2:11][C:12]([N:14]3[CH2:18][CH2:17][CH2:16][CH:15]3[C:19]#[N:20])=[O:13])[CH2:7]2)[CH2:3]1.[ClH:21]. (2) Given the product [CH3:30][N:31]1[CH2:32][CH2:33][N:34]([C:37]2[CH:38]=[C:39]([NH:40][C:2]3[N:29]=[C:5]4[C:6]([C:10]5[CH:15]=[CH:14][C:13]([N:16]6[CH2:21][CH2:20][CH:19]([N:22]7[CH2:27][CH2:26][N:25]([CH3:28])[CH2:24][CH2:23]7)[CH2:18][CH2:17]6)=[CH:12][CH:11]=5)=[CH:7][CH:8]=[CH:9][N:4]4[N:3]=3)[CH:41]=[CH:42][CH:43]=2)[CH2:35][CH2:36]1, predict the reactants needed to synthesize it. The reactants are: Cl[C:2]1[N:29]=[C:5]2[C:6]([C:10]3[CH:15]=[CH:14][C:13]([N:16]4[CH2:21][CH2:20][CH:19]([N:22]5[CH2:27][CH2:26][N:25]([CH3:28])[CH2:24][CH2:23]5)[CH2:18][CH2:17]4)=[CH:12][CH:11]=3)=[CH:7][CH:8]=[CH:9][N:4]2[N:3]=1.[CH3:30][N:31]1[CH2:36][CH2:35][N:34]([C:37]2[CH:38]=[C:39]([CH:41]=[CH:42][CH:43]=2)[NH2:40])[CH2:33][CH2:32]1.C1(P(C2CCCCC2)C2C=CC=CC=2C2C=CC=CC=2P(C2CCCCC2)C2CCCCC2)CCCCC1.